Dataset: Catalyst prediction with 721,799 reactions and 888 catalyst types from USPTO. Task: Predict which catalyst facilitates the given reaction. (1) Reactant: [Cl:1][C:2]([Cl:7])([Cl:6])[C:3](Cl)=[O:4].[CH3:8][N:9]1[CH:13]=[CH:12][N:11]=[CH:10]1.C(N(CC)CC)C. Product: [Cl:1][C:2]([Cl:7])([Cl:6])[C:3]([C:10]1[N:9]([CH3:8])[CH:13]=[CH:12][N:11]=1)=[O:4]. The catalyst class is: 2. (2) Reactant: CN([CH:4]=[O:5])C.O=P(Cl)(Cl)Cl.[NH:11]1[CH:15]=[CH:14][C:13]([CH2:16][N:17]2[CH2:22][CH2:21][O:20][CH2:19][CH2:18]2)=[CH:12]1.C([O-])(=O)C.[Na+].[OH-].[Na+]. Product: [N:17]1([CH2:16][C:13]2[CH:14]=[CH:15][NH:11][C:12]=2[CH:4]=[O:5])[CH2:18][CH2:19][O:20][CH2:21][CH2:22]1. The catalyst class is: 2. (3) Reactant: [CH3:1][CH2:2][C@H:3]1[O:20][C:18](=[O:19])[CH2:17][C@@H:16]([OH:21])[C@H:15]([CH3:22])[C@@H:14]([O:23][C@@H:24]2[O:29][C@H:28]([CH3:30])[C@@H:27]([O:31][C@@H:32]3[O:37][C@@H:36]([CH3:38])[C@H:35]([OH:39])[C@@:34]([OH:41])([CH3:40])[CH2:33]3)[C@H:26]([N:42]([CH3:44])[CH3:43])[C@H:25]2[OH:45])[C@@H:13]([CH2:46][CH:47]=[O:48])[CH2:12][C@@H:11]([CH3:49])[C:9](=[O:10])[CH:8]=[CH:7][C:6]([CH3:50])=[CH:5][C@@H:4]1[CH2:51][O:52][C@@H:53]1[O:58][C@H:57]([CH3:59])[C@@H:56]([OH:60])[C@@H:55]([O:61][CH3:62])[C@H:54]1[O:63][CH3:64].C([O-])(=O)C(C(C([O-])=O)O)O.C([O-])(=O)C(C(C([O-])=O)O)O. Product: [CH3:1][CH2:2][C@H:3]1[O:20][C:18](=[O:19])[CH2:17][C@@H:16]([OH:21])[C@H:15]([CH3:22])[C@@H:14]([O:23][C@@H:24]2[O:29][C@H:28]([CH3:30])[C@@H:27]([O:31][C@@H:32]3[O:37][C@@H:36]([CH3:38])[C@H:35]([OH:39])[C@@:34]([OH:41])([CH3:40])[CH2:33]3)[C@H:26]([N:42]([CH3:44])[CH3:43])[C@H:25]2[OH:45])[C@@H:13]([CH2:46][CH:47]=[O:48])[CH2:12][C@@H:11]([CH3:49])[C:9](=[O:10])[CH:8]=[CH:7][C:6]([CH3:50])=[CH:5][C@@H:4]1[CH2:51][O:52][C@@H:53]1[O:58][C@H:57]([CH3:59])[C@@H:56]([OH:60])[C@@H:55]([O:61][CH3:62])[C@H:54]1[O:63][CH3:64]. The catalyst class is: 4. (4) Reactant: [NH2:1][C:2]1[N:10]=[C:9]([O:11][CH2:12][CH2:13][CH2:14][CH3:15])[N:8]=[C:7]2[C:3]=1[NH:4][C:5](=[O:20])[N:6]2[CH2:16][CH2:17][CH2:18][NH2:19].[CH3:21][O:22][C:23](=[O:33])[CH2:24][C:25]1[CH:30]=[CH:29][CH:28]=[C:27]([CH:31]=O)[CH:26]=1.C(O[BH-](OC(=O)C)OC(=O)C)(=O)C.[Na+].CO. Product: [CH3:21][O:22][C:23](=[O:33])[CH2:24][C:25]1[CH:30]=[CH:29][CH:28]=[C:27]([CH2:31][NH:19][CH2:18][CH2:17][CH2:16][N:6]2[C:5](=[O:20])[NH:4][C:3]3[C:7]2=[N:8][C:9]([O:11][CH2:12][CH2:13][CH2:14][CH3:15])=[N:10][C:2]=3[NH2:1])[CH:26]=1. The catalyst class is: 37. (5) Product: [CH3:29][C:5]([O:7][C:8]1[CH:9]=[CH:10][C:11]([O:14][CH2:15][CH2:16][C:17]2[N:18]=[C:19]([C:23]3[CH:24]=[CH:25][CH:26]=[CH:27][CH:28]=3)[O:20][C:21]=2[CH3:22])=[CH:12][CH:13]=1)([CH3:6])[C:4]([OH:30])=[O:3]. Reactant: C([O:3][C:4](=[O:30])[C:5]([CH3:29])([O:7][C:8]1[CH:13]=[CH:12][C:11]([O:14][CH2:15][CH2:16][C:17]2[N:18]=[C:19]([C:23]3[CH:28]=[CH:27][CH:26]=[CH:25][CH:24]=3)[O:20][C:21]=2[CH3:22])=[CH:10][CH:9]=1)[CH3:6])C.[OH-].[Na+]. The catalyst class is: 5. (6) Reactant: C(N(C(C)C)CC)(C)C.[F:10][C:11]1[CH:16]=[CH:15][C:14]([CH2:17][C:18]2[C:27]3[C:22](=[CH:23][CH:24]=[CH:25][CH:26]=3)[C:21](=[O:28])[NH:20][N:19]=2)=[CH:13][C:12]=1[NH:29][C:30]([CH2:32][CH:33]([CH2:37][CH:38]=[CH:39][CH2:40][CH2:41][CH3:42])[C:34]([OH:36])=O)=[O:31]. Product: [F:10][C:11]1[CH:16]=[CH:15][C:14]([CH2:17][C:18]2[C:27]3[C:22](=[CH:23][CH:24]=[CH:25][CH:26]=3)[C:21](=[O:28])[NH:20][N:19]=2)=[CH:13][C:12]=1[N:29]1[C:30](=[O:31])[CH2:32][CH:33]([CH2:37][CH:38]=[CH:39][CH2:40][CH2:41][CH3:42])[C:34]1=[O:36]. The catalyst class is: 9. (7) Reactant: [NH2:1][C:2]1[CH:3]=[C:4]([CH:7]=[CH:8][C:9]=1[C:10]([F:13])([F:12])[F:11])[C:5]#[N:6].[CH3:14][C:15]([O:18][C:19](O[C:19]([O:18][C:15]([CH3:17])([CH3:16])[CH3:14])=[O:20])=[O:20])([CH3:17])[CH3:16]. Product: [C:5]([C:4]1[CH:7]=[CH:8][C:9]([C:10]([F:11])([F:12])[F:13])=[C:2]([NH:1][C:19](=[O:20])[O:18][C:15]([CH3:17])([CH3:16])[CH3:14])[CH:3]=1)#[N:6]. The catalyst class is: 64. (8) Reactant: [H-].[Na+].[CH3:3][C:4]1[CH:9]=[C:8]([C:10]([C:12]2[C:21](=[O:22])[C:20]3[C:15](=[CH:16][CH:17]=[CH:18][CH:19]=3)[NH:14][CH:13]=2)=[O:11])[CH:7]=[CH:6][N:5]=1.[F:23][C:24]1[CH:31]=[CH:30][CH:29]=[CH:28][C:25]=1[CH2:26]Br. Product: [F:23][C:24]1[CH:31]=[CH:30][CH:29]=[CH:28][C:25]=1[CH2:26][N:14]1[C:15]2[C:20](=[CH:19][CH:18]=[CH:17][CH:16]=2)[C:21](=[O:22])[C:12]([C:10]([C:8]2[CH:7]=[CH:6][N:5]=[C:4]([CH3:3])[CH:9]=2)=[O:11])=[CH:13]1. The catalyst class is: 9.